Dataset: Forward reaction prediction with 1.9M reactions from USPTO patents (1976-2016). Task: Predict the product of the given reaction. (1) Given the reactants Br[C:2]1[CH:3]=[C:4]2[C:9](=[CH:10][CH:11]=1)[N:8]=[C:7]([CH3:12])[C:6]([S:13]([CH3:16])(=[O:15])=[O:14])=[C:5]2[N:17]1[CH2:22][CH2:21][O:20][CH2:19][CH2:18]1.[C:23]1([C@@H:29]2[CH2:31][C@H:30]2B(O)O)[CH:28]=[CH:27][CH:26]=[CH:25][CH:24]=1.P([O-])([O-])([O-])=O.[K+].[K+].[K+], predict the reaction product. The product is: [CH3:16][S:13]([C:6]1[C:7]([CH3:12])=[N:8][C:9]2[C:4]([C:5]=1[N:17]1[CH2:22][CH2:21][O:20][CH2:19][CH2:18]1)=[CH:3][C:2]([C@@H:30]1[CH2:31][C@H:29]1[C:23]1[CH:28]=[CH:27][CH:26]=[CH:25][CH:24]=1)=[CH:11][CH:10]=2)(=[O:15])=[O:14]. (2) Given the reactants [CH2:1]([O:3][C:4](=[O:28])[N:5]([C:14]1[CH:19]=[C:18]([C:20]([F:23])([F:22])[F:21])[N:17]=[C:16](Cl)[C:15]=1[N+:25]([O-:27])=[O:26])[CH2:6][C:7]1[CH:8]=[N:9][C:10]([CH3:13])=[CH:11][CH:12]=1)[CH3:2].[NH3:29], predict the reaction product. The product is: [CH2:1]([O:3][C:4](=[O:28])[N:5]([C:14]1[CH:19]=[C:18]([C:20]([F:23])([F:22])[F:21])[N:17]=[C:16]([NH2:29])[C:15]=1[N+:25]([O-:27])=[O:26])[CH2:6][C:7]1[CH:8]=[N:9][C:10]([CH3:13])=[CH:11][CH:12]=1)[CH3:2]. (3) Given the reactants C(O)(C(F)(F)F)=O.C(OC([NH:15][C:16]1[CH:21]=[CH:20][CH:19]=[C:18]([O:22][CH3:23])[C:17]=1[CH3:24])=O)(C)(C)C, predict the reaction product. The product is: [CH3:23][O:22][C:18]1[C:17]([CH3:24])=[C:16]([CH:21]=[CH:20][CH:19]=1)[NH2:15].